From a dataset of NCI-60 drug combinations with 297,098 pairs across 59 cell lines. Regression. Given two drug SMILES strings and cell line genomic features, predict the synergy score measuring deviation from expected non-interaction effect. (1) Drug 1: COC1=CC(=CC(=C1O)OC)C2C3C(COC3=O)C(C4=CC5=C(C=C24)OCO5)OC6C(C(C7C(O6)COC(O7)C8=CC=CS8)O)O. Drug 2: CCC1(C2=C(COC1=O)C(=O)N3CC4=CC5=C(C=CC(=C5CN(C)C)O)N=C4C3=C2)O.Cl. Cell line: NCI-H322M. Synergy scores: CSS=4.20, Synergy_ZIP=-1.32, Synergy_Bliss=0.480, Synergy_Loewe=-0.123, Synergy_HSA=-0.229. (2) Drug 1: CC1=C(C=C(C=C1)NC2=NC=CC(=N2)N(C)C3=CC4=NN(C(=C4C=C3)C)C)S(=O)(=O)N.Cl. Drug 2: B(C(CC(C)C)NC(=O)C(CC1=CC=CC=C1)NC(=O)C2=NC=CN=C2)(O)O. Cell line: CCRF-CEM. Synergy scores: CSS=25.6, Synergy_ZIP=-2.54, Synergy_Bliss=4.90, Synergy_Loewe=-62.6, Synergy_HSA=5.57. (3) Drug 1: CCCS(=O)(=O)NC1=C(C(=C(C=C1)F)C(=O)C2=CNC3=C2C=C(C=N3)C4=CC=C(C=C4)Cl)F. Drug 2: C1C(C(OC1N2C=NC3=C(N=C(N=C32)Cl)N)CO)O. Cell line: M14. Synergy scores: CSS=40.6, Synergy_ZIP=-0.266, Synergy_Bliss=-1.02, Synergy_Loewe=-3.39, Synergy_HSA=-0.150.